This data is from Forward reaction prediction with 1.9M reactions from USPTO patents (1976-2016). The task is: Predict the product of the given reaction. (1) Given the reactants [CH2:1]([S:5](Cl)(=[O:7])=[O:6])CCC.[C:9]1([O:19][CH3:20])[C:10](=[CH:12][CH:13]=[C:14]([CH:18]=1)[CH2:15][CH:16]=[CH2:17])O.C(N([CH2:26][CH3:27])CC)C.O.[C:29]([O:32]CC)(=O)[CH3:30], predict the reaction product. The product is: [CH2:15]([C:14]1[CH:13]=[CH:12][C:10]([CH2:1][S:5]([O:32][CH2:29][CH2:30][CH2:26][CH3:27])(=[O:7])=[O:6])=[C:9]([O:19][CH3:20])[CH:18]=1)[CH:16]=[CH2:17]. (2) Given the reactants [N+:1]([C:4]1[C:12]2[C:11]3[CH:13]=[CH:14][CH:15]=[CH:16][C:10]=3[O:9][C:8]=2[CH:7]=[CH:6][CH:5]=1)([O-])=O, predict the reaction product. The product is: [C:4]1([NH2:1])[C:12]2[C:11]3[CH:13]=[CH:14][CH:15]=[CH:16][C:10]=3[O:9][C:8]=2[CH:7]=[CH:6][CH:5]=1.